Dataset: Peptide-MHC class I binding affinity with 185,985 pairs from IEDB/IMGT. Task: Regression. Given a peptide amino acid sequence and an MHC pseudo amino acid sequence, predict their binding affinity value. This is MHC class I binding data. (1) The peptide sequence is AADFPGIAR. The MHC is HLA-A11:01 with pseudo-sequence HLA-A11:01. The binding affinity (normalized) is 0.529. (2) The peptide sequence is YTVRGTGKY. The MHC is HLA-A26:01 with pseudo-sequence HLA-A26:01. The binding affinity (normalized) is 0.872. (3) The peptide sequence is ILYNEYNFV. The MHC is HLA-B08:01 with pseudo-sequence HLA-B08:01. The binding affinity (normalized) is 0.0847. (4) The peptide sequence is MTDKTPVHSW. The MHC is HLA-B53:01 with pseudo-sequence HLA-B53:01. The binding affinity (normalized) is 0.372. (5) The peptide sequence is TLLVDLLWL. The MHC is HLA-B58:01 with pseudo-sequence HLA-B58:01. The binding affinity (normalized) is 0.183. (6) The peptide sequence is ILSDIISAEK. The MHC is HLA-A03:01 with pseudo-sequence HLA-A03:01. The binding affinity (normalized) is 1.00. (7) The peptide sequence is KSFSAGMFH. The MHC is HLA-A02:12 with pseudo-sequence HLA-A02:12. The binding affinity (normalized) is 0.0847. (8) The peptide sequence is YDRLASTVI. The MHC is HLA-A69:01 with pseudo-sequence HLA-A69:01. The binding affinity (normalized) is 0.0847. (9) The peptide sequence is DILTYNKTSK. The MHC is HLA-A03:01 with pseudo-sequence HLA-A03:01. The binding affinity (normalized) is 0.284.